Dataset: Oral bioavailability binary classification data from Ma et al.. Task: Regression/Classification. Given a drug SMILES string, predict its absorption, distribution, metabolism, or excretion properties. Task type varies by dataset: regression for continuous measurements (e.g., permeability, clearance, half-life) or binary classification for categorical outcomes (e.g., BBB penetration, CYP inhibition). Dataset: bioavailability_ma. (1) The drug is C=C[C@H]1CN2CC[C@H]1C[C@H]2[C@H](O)c1ccnc2ccc(OC)cc12. The result is 1 (high bioavailability). (2) The result is 1 (high bioavailability). The compound is CN1[C@H]2CC[C@@H]1C[C@H](OC(=O)C(CO)c1ccccc1)C2. (3) The compound is Cc1cn([C@H]2C=C[C@@H](CO)O2)c(=O)[nH]c1=O. The result is 1 (high bioavailability). (4) The compound is CN1CCC[C@@H]1Cc1c[nH]c2ccc(CCS(=O)(=O)c3ccccc3)cc12. The result is 1 (high bioavailability). (5) The compound is CCC(C(=O)O)c1ccc(N2Cc3ccccc3C2=O)cc1. The result is 1 (high bioavailability). (6) The molecule is CN1CC[C@]23c4c5ccc(O)c4O[C@H]2[C@@H](O)C=C[C@H]3[C@H]1C5. The result is 1 (high bioavailability). (7) The compound is CCCCC(C)(O)C/C=C/[C@H]1[C@H](O)CC(=O)[C@@H]1CCCCCCC(=O)OC. The result is 1 (high bioavailability). (8) The molecule is CC(C)c1c(C(=O)Nc2ccccc2)c(-c2ccccc2)c(-c2ccc(F)cc2)n1CC[C@@H](O)C[C@@H](O)CC(=O)O. The result is 0 (low bioavailability). (9) The drug is COc1cc([C@@H]2c3cc4c(cc3[C@@H](O[C@@H]3O[C@@H]5CO[C@@H](C)O[C@H]5[C@H](O)[C@H]3O)[C@H]3COC(=O)[C@H]23)OCO4)cc(OC)c1O. The result is 1 (high bioavailability).